This data is from Catalyst prediction with 721,799 reactions and 888 catalyst types from USPTO. The task is: Predict which catalyst facilitates the given reaction. (1) Reactant: COCCO[AlH2-]OCCOC.[Na+].[CH:13]1([CH2:16][N:17]([CH2:39][CH2:40][CH3:41])[C:18]([C:20]2[N:24]3[CH2:25][CH2:26][N:27]([C:28]4[C:33]([CH3:34])=[CH:32][C:31]([CH3:35])=[CH:30][C:29]=4[CH3:36])[C:23]3=[N:22][C:21]=2[CH2:37]C)=O)[CH2:15][CH2:14]1.[OH-].[Na+]. Product: [CH:13]1([CH2:16][N:17]([CH2:18][C:20]2[N:24]3[CH2:25][CH2:26][N:27]([C:28]4[C:33]([CH3:34])=[CH:32][C:31]([CH3:35])=[CH:30][C:29]=4[CH3:36])[C:23]3=[N:22][C:21]=2[CH3:37])[CH2:39][CH2:40][CH3:41])[CH2:15][CH2:14]1. The catalyst class is: 11. (2) Reactant: CN(C=O)C.[C:6](Cl)(=O)[C:7]([Cl:9])=[O:8].[CH3:12][S:13]([C:16]1[CH:17]=C([CH:22]=[CH:23][CH:24]=1)C(O)=O)(=[O:15])=[O:14]. Product: [CH3:12][S:13]([C:16]1[CH:17]=[C:6]([CH:22]=[CH:23][CH:24]=1)[C:7]([Cl:9])=[O:8])(=[O:15])=[O:14]. The catalyst class is: 22. (3) Reactant: [CH2:1]([C@@:3]1([C:13]2[CH:18]=[CH:17][CH:16]=[CH:15][C:14]=2[F:19])[C:9]([F:11])([F:10])[CH2:8][O:7][CH2:6][C:5]([NH2:12])=[N:4]1)[CH3:2].[N+:20]([O-])([OH:22])=[O:21].[OH-].[Na+]. Product: [CH2:1]([C@@:3]1([C:13]2[CH:18]=[C:17]([N+:20]([O-:22])=[O:21])[CH:16]=[CH:15][C:14]=2[F:19])[C:9]([F:10])([F:11])[CH2:8][O:7][CH2:6][C:5]([NH2:12])=[N:4]1)[CH3:2]. The catalyst class is: 65.